Dataset: Reaction yield outcomes from USPTO patents with 853,638 reactions. Task: Predict the reaction yield, written as a fraction of the theoretical maximum amount of product (1.0 means a 100% yield; for example, 0.34 means a 34% yield). (1) The product is [OH:21][CH2:20][CH2:19][C:15]1[C:14](=[O:23])[N:13]([C:5]2[CH:6]=[CH:7][C:8]([N+:10]([O-:12])=[O:11])=[CH:9][C:4]=2[CH2:3][O:2][CH3:1])[CH:18]=[CH:17][CH:16]=1. The reactants are [CH3:1][O:2][CH2:3][C:4]1[CH:9]=[C:8]([N+:10]([O-:12])=[O:11])[CH:7]=[CH:6][C:5]=1[N:13]1[CH:18]=[CH:17][CH:16]=[C:15]([CH2:19][C:20](O)=[O:21])[C:14]1=[O:23].Cl. The yield is 0.430. The catalyst is O1CCCC1.C(OCC)(=O)C. (2) The reactants are [Cl:1][C:2]1[CH:7]=[CH:6][C:5]([CH:8]2[CH2:14][C:13](=[O:15])[O:12][C:10](=[O:11])[CH2:9]2)=[CH:4][C:3]=1F.ClC1C=CC(C=O)=CC=1[F:26].C(OCC)(=O)CC(C)=O. No catalyst specified. The product is [Cl:1][C:2]1([F:26])[CH:7]=[CH:6][C:5]([CH:8]2[CH2:14][C:13](=[O:15])[O:12][C:10](=[O:11])[CH2:9]2)=[CH:4][CH2:3]1. The yield is 0.510. (3) The reactants are [OH:1][C:2]1[CH:3]=[C:4]([C:8]2[C:13]([CH2:14][C:15]([O:17][CH3:18])=[O:16])=[C:12]([CH3:19])[N:11]=[C:10]([C:20]3[CH:25]=[CH:24][CH:23]=[CH:22][CH:21]=3)[N:9]=2)[CH:5]=[CH:6][CH:7]=1.Br[CH2:27][O:28][CH3:29].[CH:30](N(CC)C(C)C)([CH3:32])[CH3:31]. The catalyst is O1CCCC1. The yield is 0.490. The product is [CH3:27][O:28][CH2:29][O:1][C:2]1[CH:3]=[C:4]([C:8]2[C:13]([CH:14]([CH2:31][CH2:30][CH3:32])[C:15]([O:17][CH3:18])=[O:16])=[C:12]([CH3:19])[N:11]=[C:10]([C:20]3[CH:21]=[CH:22][CH:23]=[CH:24][CH:25]=3)[N:9]=2)[CH:5]=[CH:6][CH:7]=1. (4) The catalyst is [NH4+].[Cl-].CCOC(C)=O.C1C=CC(P(C2C=CC=CC=2)[C-]2C=CC=C2)=CC=1.C1C=CC(P(C2C=CC=CC=2)[C-]2C=CC=C2)=CC=1.Cl[Pd]Cl.[Fe+2].COCCOC. The yield is 0.710. The product is [F:17][C:4]1[CH:3]=[C:2]([C:22]2[CH:21]=[N:20][N:19]([CH3:18])[CH:23]=2)[CH:7]=[CH:6][C:5]=1[C@@H:8]([NH:10][S@@:11]([C:13]([CH3:16])([CH3:15])[CH3:14])=[O:12])[CH3:9]. The reactants are Br[C:2]1[CH:7]=[CH:6][C:5]([C@@H:8]([NH:10][S@@:11]([C:13]([CH3:16])([CH3:15])[CH3:14])=[O:12])[CH3:9])=[C:4]([F:17])[CH:3]=1.[CH3:18][N:19]1[CH:23]=[C:22](B2OC(C)(C)C(C)(C)O2)[CH:21]=[N:20]1.C(=O)([O-])[O-].[Na+].[Na+].C(Cl)Cl. (5) The reactants are [CH:1]([C:4]1[CH:5]=[C:6]([C:10]2[CH:18]=[C:17]3[C:13]([CH2:14][C:15](=[O:19])[NH:16]3)=[CH:12][CH:11]=2)[CH:7]=[CH:8][CH:9]=1)([CH3:3])[CH3:2].[N:20]1([CH2:25][CH2:26][NH:27][C:28]([C:30]2[C:34]([CH3:35])=[C:33]([CH:36]=O)[NH:32][C:31]=2[CH3:38])=[O:29])[CH2:24][CH2:23][CH2:22][CH2:21]1. No catalyst specified. The product is [N:20]1([CH2:25][CH2:26][NH:27][C:28]([C:30]2[C:34]([CH3:35])=[C:33]([CH:36]=[C:14]3[C:13]4[C:17](=[CH:18][C:10]([C:6]5[CH:7]=[CH:8][CH:9]=[C:4]([CH:1]([CH3:3])[CH3:2])[CH:5]=5)=[CH:11][CH:12]=4)[NH:16][C:15]3=[O:19])[NH:32][C:31]=2[CH3:38])=[O:29])[CH2:24][CH2:23][CH2:22][CH2:21]1. The yield is 0.630. (6) The product is [O:4]1[C:5]2([CH2:6][CH2:7][C:8]([C:21]3[CH:22]=[CH:23][C:24]([NH:27][C:28](=[O:37])[O:29][CH2:30][C:31]4[CH:36]=[CH:35][CH:34]=[CH:33][CH:32]=4)=[CH:25][CH:26]=3)=[CH:9][CH2:10]2)[O:1][CH2:2][CH2:3]1. The yield is 0.720. The catalyst is COCCOC. The reactants are [O:1]1[C:5]2([CH2:10][CH:9]=[C:8](B3OC(C)(C)C(C)(C)O3)[CH2:7][CH2:6]2)[O:4][CH2:3][CH2:2]1.Br[C:21]1[CH:26]=[CH:25][C:24]([NH:27][C:28](=[O:37])[O:29][CH2:30][C:31]2[CH:36]=[CH:35][CH:34]=[CH:33][CH:32]=2)=[CH:23][CH:22]=1. (7) The reactants are [CH3:22][C:15]1[CH:16]=[C:17]([CH3:21])[C:18](N2[C-]=[N+]([C:14]3[C:19]([CH3:20])=[CH:18][C:17]([CH3:21])=[CH:16][C:15]=3[CH3:22])CC2)=[C:19]([CH3:20])[CH:14]=1.C([O-])([O-])=O.[Cs+].[Cs+].BrC1[CH:38]=[CH:37][CH:36]=[C:35]([CH3:39])[C:32]=1[CH:33]=[O:34].CC1C=C(B(O)O)C=C(C)C=1.[OH-].[Na+]. The catalyst is CC([O-])=O.CC([O-])=O.[Pd+2].C(OCC)C.O1CCOCC1. The product is [CH3:39][C:35]1[CH:36]=[CH:37][CH:38]=[C:22]([C:15]2[CH:14]=[C:19]([CH3:20])[CH:18]=[C:17]([CH3:21])[CH:16]=2)[C:32]=1[CH:33]=[O:34]. The yield is 0.890. (8) The reactants are [CH3:1][O:2][C:3]1[CH:4]=[C:5]([CH:20]=[CH:21][CH:22]=1)[CH2:6][O:7][C:8]1[CH:16]=[CH:15][CH:14]=[C:10]([C:11]([OH:13])=O)[C:9]=1[C:17]([OH:19])=O.Cl.[NH2:24][CH:25]1[CH2:31][CH2:30][C:29](=[O:32])[NH:28][C:26]1=[O:27]. The catalyst is N1C=CC=CC=1. The product is [O:27]=[C:26]1[CH:25]([N:24]2[C:17](=[O:19])[C:9]3[C:10](=[CH:14][CH:15]=[CH:16][C:8]=3[O:7][CH2:6][C:5]3[CH:20]=[CH:21][CH:22]=[C:3]([O:2][CH3:1])[CH:4]=3)[C:11]2=[O:13])[CH2:31][CH2:30][C:29](=[O:32])[NH:28]1. The yield is 0.120. (9) The reactants are [CH3:1]N(C)C=O.[H-].[Na+].[Cl:8][C:9]1[CH:14]=[C:13]([O:15][C:16]2[C:25]3[C:20](=[CH:21][C:22]([O:28][CH3:29])=[C:23]([O:26][CH3:27])[CH:24]=3)[N:19]=[CH:18][N:17]=2)[CH:12]=[CH:11][C:10]=1[NH:30][C:31](=[O:41])[O:32][CH2:33][C:34]1[CH:39]=[CH:38][CH:37]=[CH:36][C:35]=1[Cl:40].CI. The catalyst is O. The product is [Cl:8][C:9]1[CH:14]=[C:13]([O:15][C:16]2[C:25]3[C:20](=[CH:21][C:22]([O:28][CH3:29])=[C:23]([O:26][CH3:27])[CH:24]=3)[N:19]=[CH:18][N:17]=2)[CH:12]=[CH:11][C:10]=1[N:30]([CH3:1])[C:31](=[O:41])[O:32][CH2:33][C:34]1[CH:39]=[CH:38][CH:37]=[CH:36][C:35]=1[Cl:40]. The yield is 0.850.